This data is from Full USPTO retrosynthesis dataset with 1.9M reactions from patents (1976-2016). The task is: Predict the reactants needed to synthesize the given product. (1) Given the product [Cl:1][C:2]1[C:3]([O:14][CH2:15][CH3:16])=[CH:4][C:5]2[CH2:6][CH:7]([CH2:12][CH3:13])[N:8]3[CH:9]([CH2:28][C:27](=[O:29])[C:21]([C:22]([O:24][CH2:25][CH3:26])=[O:23])=[CH:20]3)[C:10]=2[CH:11]=1, predict the reactants needed to synthesize it. The reactants are: [Cl:1][C:2]1[CH:11]=[C:10]2[C:5]([CH2:6][CH:7]([CH2:12][CH3:13])[N:8]=[CH:9]2)=[CH:4][C:3]=1[O:14][CH2:15][CH3:16].C(O[CH:20]=[C:21]([C:27](=[O:29])[CH3:28])[C:22]([O:24][CH2:25][CH3:26])=[O:23])C. (2) Given the product [O:26]=[C:21]1[C:22]2[C:17](=[C:16]([NH:15][C:42](=[O:43])[CH2:41][CH:6]3[CH:7]4[CH2:8][CH:1]5[CH2:2][CH:3]([CH2:4][CH:5]3[CH2:10]5)[CH2:9]4)[CH:25]=[CH:24][CH:23]=2)[CH:18]=[CH:19][N:20]1[C:27]1[CH:31]=[CH:30][NH:29][N:28]=1, predict the reactants needed to synthesize it. The reactants are: [C:1]12(CC(O)=O)[CH2:10][CH:5]3[CH2:6][CH:7]([CH2:9][CH:3]([CH2:4]3)[CH2:2]1)[CH2:8]2.[NH2:15][C:16]1[CH:25]=[CH:24][CH:23]=[C:22]2[C:17]=1[CH:18]=[CH:19][N:20]([C:27]1[CH:31]=[CH:30][NH:29][N:28]=1)[C:21]2=[O:26].C(N(CC)C(C)C)(C)C.[CH3:41][CH2:42][O:43]C(C)=O. (3) Given the product [ClH:1].[Cl:1][C:2]1[CH:3]=[C:4]([S:8]([C:11]2[S:15][C:14]([CH2:16][NH:17][CH3:18])=[N:13][C:12]=2[C:26]2[C:27]([F:32])=[N:28][CH:29]=[CH:30][CH:31]=2)(=[O:9])=[O:10])[CH:5]=[CH:6][CH:7]=1, predict the reactants needed to synthesize it. The reactants are: [Cl:1][C:2]1[CH:3]=[C:4]([S:8]([C:11]2[S:15][C:14]([CH2:16][N:17](C)[C:18](=O)OC(C)(C)C)=[N:13][C:12]=2[C:26]2[C:27]([F:32])=[N:28][CH:29]=[CH:30][CH:31]=2)(=[O:10])=[O:9])[CH:5]=[CH:6][CH:7]=1.C(OCC)(=O)C.Cl. (4) The reactants are: NC1C=C(C=CC=1)CNC(=O)OC(C)(C)C.[CH3:17][NH:18][C:19]1[CH:20]=[C:21]([CH:31]=[CH:32][CH:33]=1)[CH2:22][NH:23]C(=O)OC(C)(C)C.C=O.C([BH3-])#N.[Na+]. Given the product [NH2:23][CH2:22][C:21]1[CH:20]=[C:19]([CH:33]=[CH:32][CH:31]=1)[NH:18][CH3:17], predict the reactants needed to synthesize it. (5) Given the product [O:25]1[CH2:26][CH2:27][CH2:28][CH2:29][CH:24]1[O:23][C:22]1[CH:30]=[CH:31][C:19]([N:13]2[CH2:12][CH2:11][N:10]([C:7]3[CH:8]=[CH:9][C:4]([O:3][C:2]([F:1])([F:16])[F:17])=[CH:5][CH:6]=3)[CH2:15][CH2:14]2)=[CH:20][CH:21]=1, predict the reactants needed to synthesize it. The reactants are: [F:1][C:2]([F:17])([F:16])[O:3][C:4]1[CH:9]=[CH:8][C:7]([N:10]2[CH2:15][CH2:14][NH:13][CH2:12][CH2:11]2)=[CH:6][CH:5]=1.Br[C:19]1[CH:31]=[CH:30][C:22]([O:23][CH:24]2[CH2:29][CH2:28][CH2:27][CH2:26][O:25]2)=[CH:21][CH:20]=1.C1C=CC(P(C2C(C3C(P(C4C=CC=CC=4)C4C=CC=CC=4)=CC=C4C=3C=CC=C4)=C3C(C=CC=C3)=CC=2)C2C=CC=CC=2)=CC=1.CC(C)([O-])C.[Na+]. (6) The reactants are: [F:1][C:2]([F:16])([F:15])[C:3]1[CH:14]=[CH:13][C:6]([CH2:7][CH:8]([C:11]#[N:12])[C:9]#[N:10])=[CH:5][CH:4]=1.[H-].[Na+].Br[CH2:20][CH:21]([CH3:24])[CH2:22][Cl:23]. Given the product [Cl:23][CH2:22][CH:21]([CH3:24])[CH2:20][C:8]([CH2:7][C:6]1[CH:5]=[CH:4][C:3]([C:2]([F:15])([F:16])[F:1])=[CH:14][CH:13]=1)([C:11]#[N:12])[C:9]#[N:10], predict the reactants needed to synthesize it. (7) Given the product [C:1]([N:4]1[C:13]2[C:8](=[CH:9][C:10]([NH2:23])=[CH:11][CH:12]=2)[C@H:7]([NH:15][C:16](=[O:21])[O:17][CH:18]([CH3:20])[CH3:19])[CH2:6][C@@H:5]1[CH3:22])(=[O:3])[CH3:2], predict the reactants needed to synthesize it. The reactants are: [C:1]([N:4]1[C:13]2[C:8](=[CH:9][C:10](Br)=[CH:11][CH:12]=2)[C@H:7]([NH:15][C:16](=[O:21])[O:17][CH:18]([CH3:20])[CH3:19])[CH2:6][C@@H:5]1[CH3:22])(=[O:3])[CH3:2].[NH3:23].